Task: Predict the product of the given reaction.. Dataset: Forward reaction prediction with 1.9M reactions from USPTO patents (1976-2016) (1) Given the reactants I[C:2]1[CH:3]=[C:4]([CH:8]=[CH:9][C:10]=1[CH3:11])[C:5]([OH:7])=[O:6].[CH3:12][O:13][C:14]([C:16]1[CH:21]=[CH:20][C:19](B(O)O)=[CH:18][CH:17]=1)=[O:15].C(=O)([O-])[O-].[Cs+].[Cs+], predict the reaction product. The product is: [CH3:12][O:13][C:14]([C:16]1[CH:21]=[CH:20][C:19]([C:2]2[C:10]([CH3:11])=[CH:9][CH:8]=[C:4]([C:5]([OH:7])=[O:6])[CH:3]=2)=[CH:18][CH:17]=1)=[O:15]. (2) Given the reactants Cl.Cl.[NH2:3][NH2:4].C(O/[CH:8]=[CH:9]/[C:10](=O)[C:11]([F:14])([F:13])[F:12])C.C(OCC)(=O)C.CCCCCC, predict the reaction product. The product is: [F:12][C:11]([F:14])([F:13])[C:10]1[CH:9]=[CH:8][NH:4][N:3]=1. (3) Given the reactants O=[C:2]1[CH2:11][CH2:10][C:9](=O)[C:8]2[C:7]([S:13]([NH2:16])(=[O:15])=[O:14])=[CH:6][CH:5]=[CH:4][C:3]1=2.C1(S(Cl)(=O)=O)C2C(=CC=CC=2)C=CC=1.[OH-].[NH4+], predict the reaction product. The product is: [C:7]1([S:13]([NH2:16])(=[O:14])=[O:15])[C:8]2[C:3](=[CH:2][CH:11]=[CH:10][CH:9]=2)[CH:4]=[CH:5][CH:6]=1. (4) Given the reactants [NH2:1][C:2]1[CH:3]=[C:4]2[C:8](=[CH:9][CH:10]=1)[CH2:7][CH2:6][CH2:5]2.[C:11](OC(=O)C)(=[O:13])[CH3:12].O, predict the reaction product. The product is: [C:11]([NH:1][C:2]1[CH:3]=[C:4]2[C:8](=[CH:9][CH:10]=1)[CH2:7][CH2:6][CH2:5]2)(=[O:13])[CH3:12]. (5) Given the reactants [F:1][C:2]([F:43])([F:42])[C:3]1[CH:8]=[CH:7][C:6]([C:9]([F:12])([F:11])[F:10])=[CH:5][C:4]=1[C:13]1[N:17]([CH2:18][C@H:19]2[CH2:23][CH2:22][CH2:21][O:20]2)[C:16]([CH3:24])=[C:15]([C:25]([NH:27][CH:28]2[CH:33]3[C:34]([CH3:36])([CH3:35])[C:30]([CH3:37])([CH2:31][CH2:32]3)[CH:29]2[O:38]C(=O)C)=[O:26])[CH:14]=1.C([O-])([O-])=O.[K+].[K+], predict the reaction product. The product is: [OH:38][CH:29]1[C:30]2([CH3:37])[C:34]([CH3:36])([CH3:35])[CH:33]([CH2:32][CH2:31]2)[CH:28]1[NH:27][C:25]([C:15]1[CH:14]=[C:13]([C:4]2[CH:5]=[C:6]([C:9]([F:10])([F:11])[F:12])[CH:7]=[CH:8][C:3]=2[C:2]([F:43])([F:1])[F:42])[N:17]([CH2:18][C@H:19]2[CH2:23][CH2:22][CH2:21][O:20]2)[C:16]=1[CH3:24])=[O:26].